From a dataset of Full USPTO retrosynthesis dataset with 1.9M reactions from patents (1976-2016). Predict the reactants needed to synthesize the given product. (1) Given the product [O:1]1[CH2:5][CH2:4][C@@H:3]([N:6]([CH2:23][C:22]2[CH:25]=[CH:26][CH:27]=[CH:28][C:21]=2[C:20]([F:19])([F:29])[F:30])[C@H:7]2[CH2:11][CH2:10][N:9]([C:12]([O:14][C:15]([CH3:18])([CH3:17])[CH3:16])=[O:13])[CH2:8]2)[CH2:2]1, predict the reactants needed to synthesize it. The reactants are: [O:1]1[CH2:5][CH2:4][C@@H:3]([NH:6][C@H:7]2[CH2:11][CH2:10][N:9]([C:12]([O:14][C:15]([CH3:18])([CH3:17])[CH3:16])=[O:13])[CH2:8]2)[CH2:2]1.[F:19][C:20]([F:30])([F:29])[C:21]1[CH:28]=[CH:27][CH:26]=[CH:25][C:22]=1[CH2:23]Br.C(=O)([O-])[O-].[K+].[K+]. (2) Given the product [ClH:37].[F:1][C:2]1[CH:3]=[CH:4][C:5]([CH2:8][O:9][C:10]2[CH:15]=[CH:14][N:13]([C:16]3[CH:17]=[CH:18][C:19]4[O:28][C:27]5[CH2:26][CH2:25][NH:24][CH2:23][C:22]=5[C:20]=4[CH:21]=3)[C:12](=[O:36])[CH:11]=2)=[N:6][CH:7]=1, predict the reactants needed to synthesize it. The reactants are: [F:1][C:2]1[CH:3]=[CH:4][C:5]([CH2:8][O:9][C:10]2[CH:15]=[CH:14][N:13]([C:16]3[CH:17]=[CH:18][C:19]4[O:28][C:27]5[CH2:26][CH2:25][N:24](C(OC(C)(C)C)=O)[CH2:23][C:22]=5[C:20]=4[CH:21]=3)[C:12](=[O:36])[CH:11]=2)=[N:6][CH:7]=1.[ClH:37]. (3) Given the product [CH3:12][CH:13]([CH2:35][CH:36]([O:38][C:30](/[CH:4]=[CH:2]\[C:1]([O:6][CH:7]([CH2:25][CH:24]([CH3:27])[CH3:28])[CH3:8])=[O:5])=[O:29])[CH3:37])[CH3:14], predict the reactants needed to synthesize it. The reactants are: [C:1]([O:6][CH2:7][CH2:8]N(C)C)(=[O:5])[C:2]([CH3:4])=C.[C:12](O)(=O)[CH:13]=[CH2:14].N([C:24]([CH3:28])([CH3:27])[C:25]#N)=N[C:24]([CH3:28])([CH3:27])[C:25]#N.[O:29]1CCOC[CH2:30]1.[CH3:35][CH:36]([OH:38])[CH3:37]. (4) Given the product [N:1]1[CH:6]=[CH:5][C:4]([C:7]2[CH:8]=[CH:9][C:10]([CH2:13][C:14]([OH:16])=[O:15])=[CH:11][CH:12]=2)=[CH:3][N:2]=1, predict the reactants needed to synthesize it. The reactants are: [N:1]1[CH:6]=[CH:5][C:4]([C:7]2[CH:12]=[CH:11][C:10]([CH2:13][C:14]([O:16]CC)=[O:15])=[CH:9][CH:8]=2)=[CH:3][N:2]=1.[OH-].[Na+].O.Cl.